From a dataset of Reaction yield outcomes from USPTO patents with 853,638 reactions. Predict the reaction yield, written as a fraction of the theoretical maximum amount of product (1.0 means a 100% yield; for example, 0.34 means a 34% yield). (1) The reactants are [NH2:1][C:2]1[C:7]([C:8]([C:10]2[CH:15]=[C:14]([F:16])[CH:13]=[CH:12][C:11]=2[O:17][CH3:18])=[O:9])=[CH:6][N:5]=[C:4]([NH:19][CH:20]2[CH2:25][CH2:24][N:23]([S:26]([CH2:29][CH2:30][CH2:31]N3CCCC3)(=[O:28])=[O:27])[CH2:22][CH2:21]2)[N:3]=1.[I-].[K+].[C:39]([O-:42])(=[O:41])[CH3:40].[K+]. The catalyst is CN(C)C=O.O.[Cl-].[Na+]. The product is [NH2:1][C:2]1[C:7]([C:8](=[O:9])[C:10]2[CH:15]=[C:14]([F:16])[CH:13]=[CH:12][C:11]=2[O:17][CH3:18])=[CH:6][N:5]=[C:4]([NH:19][CH:20]2[CH2:21][CH2:22][N:23]([S:26]([CH2:29][CH2:30][CH2:31][O:42][C:39](=[O:41])[CH3:40])(=[O:28])=[O:27])[CH2:24][CH2:25]2)[N:3]=1. The yield is 0.510. (2) The reactants are Br[C:2]1[CH:3]=[C:4]([C:8](=[O:10])[CH3:9])[CH:5]=[CH:6][CH:7]=1.C(N(CC)C(C)C)(C)C.C(C(CCCC)COC(=O)CC[SH:28])C.C(C(CCCC)COC(=S)CCC1C=CC=C(C(=O)C)C=1)C.[O-]CC.[Na+]. The catalyst is O1CCOCC1.O1CCCC1.C(O)C.C1(P(C2C=CC=CC=2)C2C3OC4C(=CC=CC=4P(C4C=CC=CC=4)C4C=CC=CC=4)C(C)(C)C=3C=CC=2)C=CC=CC=1.O. The product is [SH:28][C:2]1[CH:3]=[C:4]([C:8](=[O:10])[CH3:9])[CH:5]=[CH:6][CH:7]=1. The yield is 0.810. (3) The yield is 0.680. The reactants are [CH3:1][CH:2]1[C:6](=[O:7])[CH2:5][CH2:4][C:3]1=[O:8].[OH-].[K+].I[CH3:12]. The product is [CH3:1][C:2]1([CH3:12])[C:6](=[O:7])[CH2:5][CH2:4][C:3]1=[O:8]. The catalyst is O1CCOCC1.O. (4) The reactants are [CH3:1][C@H:2]1[O:4][C@@:3]1([C:6]1[CH:11]=[CH:10][CH:9]=[CH:8][CH:7]=1)[CH3:5].[CH3:12][SH:13].[Na]. The catalyst is CO. The product is [CH3:12][S:13][C@H:2]([CH3:1])[C@@:3]([C:6]1[CH:11]=[CH:10][CH:9]=[CH:8][CH:7]=1)([OH:4])[CH3:5]. The yield is 0.990. (5) The reactants are [Cl:1][C:2]1[CH:3]=[C:4](I)[C:5]([NH2:8])=[N:6][CH:7]=1.C1COCC1.C(N(CC)CC)C.[CH3:22][Si:23]([C:26]#[CH:27])([CH3:25])[CH3:24]. The catalyst is [Cu](I)I.Cl[Pd](Cl)([P](C1C=CC=CC=1)(C1C=CC=CC=1)C1C=CC=CC=1)[P](C1C=CC=CC=1)(C1C=CC=CC=1)C1C=CC=CC=1.C(OCC)C. The product is [Cl:1][C:2]1[CH:3]=[C:4]([C:27]#[C:26][Si:23]([CH3:25])([CH3:24])[CH3:22])[C:5]([NH2:8])=[N:6][CH:7]=1. The yield is 1.00.